From a dataset of Forward reaction prediction with 1.9M reactions from USPTO patents (1976-2016). Predict the product of the given reaction. (1) Given the reactants [CH3:1][C:2]1[CH:3]=[CH:4][CH:5]=[C:6]2[C:11]=1[N:10]=[C:9]([Cl:12])[N:8]=[C:7]2Cl.[NH2:14][CH2:15][C:16]1[CH:21]=[CH:20][C:19]([NH:22][C:23]([CH:25]2[CH2:30][CH2:29][N:28]([CH2:31][C:32]3[CH:37]=[CH:36][CH:35]=[CH:34][CH:33]=3)[CH2:27][CH2:26]2)=[O:24])=[CH:18][CH:17]=1, predict the reaction product. The product is: [CH2:31]([N:28]1[CH2:29][CH2:30][CH:25]([C:23]([NH:22][C:19]2[CH:20]=[CH:21][C:16]([CH2:15][NH:14][C:7]3[C:6]4[C:11](=[C:2]([CH3:1])[CH:3]=[CH:4][CH:5]=4)[N:10]=[C:9]([Cl:12])[N:8]=3)=[CH:17][CH:18]=2)=[O:24])[CH2:26][CH2:27]1)[C:32]1[CH:37]=[CH:36][CH:35]=[CH:34][CH:33]=1. (2) Given the reactants FC(F)(F)C1N=C2N=CC=CC2=NC=1O.[F:16][C:17]([F:30])([F:29])[C:18]1[N:19]=[C:20]2[CH:28]=[CH:27][CH:26]=[N:25][C:21]2=[N:22][C:23]=1O.[Cl:31]C1N=C2C=CC=NC2=NC=1C(F)(F)F, predict the reaction product. The product is: [Cl:31][C:23]1[N:22]=[C:21]2[N:25]=[CH:26][CH:27]=[CH:28][C:20]2=[N:19][C:18]=1[C:17]([F:30])([F:29])[F:16]. (3) Given the reactants [NH2:1][C:2]1[CH:7]=[CH:6][C:5]([C:8]2[N:12]([CH3:13])[C:11]([C:14]#[N:15])=[CH:10][CH:9]=2)=[CH:4][CH:3]=1.[F:16][C:17]([F:24])([F:23])[CH2:18][S:19](Cl)(=[O:21])=[O:20], predict the reaction product. The product is: [C:14]([C:11]1[N:12]([CH3:13])[C:8]([C:5]2[CH:6]=[CH:7][C:2]([NH:1][S:19]([CH2:18][C:17]([F:24])([F:23])[F:16])(=[O:21])=[O:20])=[CH:3][CH:4]=2)=[CH:9][CH:10]=1)#[N:15]. (4) Given the reactants [CH2:1]([O:3][Si](OCC)(OCC)OCC)[CH3:2].C[Si](OCC)(OCC)OCC.C1([Si](OC)(OC)OC)C=CC=CC=1.C(O[Si](OCC)(OCC)CCCN1CCN=C1)C.Cl.[CH2:57]([O:59][CH2:60][CH:61]([OH:63])[CH3:62])C, predict the reaction product. The product is: [C:1]([O:63][CH:61]([CH3:62])[CH2:60][O:59][CH3:57])(=[O:3])[CH3:2]. (5) Given the reactants [CH3:1][O:2][C:3]1[CH:12]=[C:11]2[C:6]([C:7]([C:20]3[CH:25]=[CH:24][C:23]([O:26][CH3:27])=[CH:22][CH:21]=3)=[N:8][N:9]=[C:10]2[NH:13][CH:14]2[CH2:19][CH2:18][NH:17][CH2:16][CH2:15]2)=[CH:5][CH:4]=1.[CH3:28][N:29]([CH3:42])[CH2:30][CH2:31][CH2:32][O:33][C:34]1[CH:41]=[CH:40][C:37]([CH:38]=O)=[CH:36][CH:35]=1.C(O[BH-](OC(=O)C)OC(=O)C)(=O)C.[Na+].[OH-].[Na+].[Cl:59]CCCl, predict the reaction product. The product is: [ClH:59].[ClH:59].[ClH:59].[CH3:42][N:29]([CH3:28])[CH2:30][CH2:31][CH2:32][O:33][C:34]1[CH:35]=[CH:36][C:37]([CH2:38][N:17]2[CH2:16][CH2:15][CH:14]([NH:13][C:10]3[C:11]4[C:6](=[CH:5][CH:4]=[C:3]([O:2][CH3:1])[CH:12]=4)[C:7]([C:20]4[CH:25]=[CH:24][C:23]([O:26][CH3:27])=[CH:22][CH:21]=4)=[N:8][N:9]=3)[CH2:19][CH2:18]2)=[CH:40][CH:41]=1. (6) Given the reactants C([O:4][CH2:5][CH2:6][C:7]([F:15])([F:14])[C:8]1[CH:13]=[CH:12][CH:11]=[CH:10][CH:9]=1)(=O)C.C(O)C.[OH-].[Na+], predict the reaction product. The product is: [F:14][C:7]([F:15])([C:8]1[CH:13]=[CH:12][CH:11]=[CH:10][CH:9]=1)[CH2:6][CH2:5][OH:4].